This data is from Forward reaction prediction with 1.9M reactions from USPTO patents (1976-2016). The task is: Predict the product of the given reaction. (1) Given the reactants Cl[C:2]1[N:7]=[C:6]([N:8]2[CH2:12][C@H:11]([S:13][C:14]([C:27]3[CH:32]=[CH:31][CH:30]=[CH:29][CH:28]=3)([C:21]3[CH:26]=[CH:25][CH:24]=[CH:23][CH:22]=3)[C:15]3[CH:20]=[CH:19][CH:18]=[CH:17][CH:16]=3)[CH2:10][C@H:9]2[CH2:33][O:34][CH2:35][C:36]2[CH:41]=[C:40]([F:42])[C:39](F)=[CH:38][C:37]=2[F:44])[CH:5]=[CH:4][N:3]=1.[CH3:45][OH:46].[H-].[Na+].CN([CH:52]=[O:53])C, predict the reaction product. The product is: [F:44][C:37]1[CH:38]=[C:39]([O:53][CH3:52])[C:40]([F:42])=[CH:41][C:36]=1[CH2:35][O:34][CH2:33][C@@H:9]1[CH2:10][C@@H:11]([S:13][C:14]([C:27]2[CH:32]=[CH:31][CH:30]=[CH:29][CH:28]=2)([C:15]2[CH:20]=[CH:19][CH:18]=[CH:17][CH:16]=2)[C:21]2[CH:26]=[CH:25][CH:24]=[CH:23][CH:22]=2)[CH2:12][N:8]1[C:6]1[CH:5]=[CH:4][N:3]=[C:2]([O:46][CH3:45])[N:7]=1. (2) Given the reactants [CH2:1]([N:8]1[CH:16]=[C:15]2[C:10]([CH:11]=[C:12]([C:17]3[CH:18]=[C:19]([C@H:27]4[CH2:32][CH2:31][CH2:30][NH:29][CH2:28]4)[N:20]4[C:25]=3[C:24]([NH2:26])=[N:23][CH:22]=[N:21]4)[CH:13]=[CH:14]2)=[N:9]1)[C:2]1[CH:7]=[CH:6][CH:5]=[CH:4][CH:3]=1.[CH3:33][N:34]([CH3:39])[CH2:35][C:36](O)=[O:37].CCN=C=NCCCN(C)C.Cl.C1C=CC2N(O)N=NC=2C=1.C(N(CC)C(C)C)(C)C, predict the reaction product. The product is: [CH2:1]([N:8]1[CH:16]=[C:15]2[C:10]([CH:11]=[C:12]([C:17]3[CH:18]=[C:19]([C@H:27]4[CH2:32][CH2:31][CH2:30][N:29]([C:36](=[O:37])[CH2:35][N:34]([CH3:39])[CH3:33])[CH2:28]4)[N:20]4[C:25]=3[C:24]([NH2:26])=[N:23][CH:22]=[N:21]4)[CH:13]=[CH:14]2)=[N:9]1)[C:2]1[CH:3]=[CH:4][CH:5]=[CH:6][CH:7]=1. (3) Given the reactants Br[C:2]1[CH:7]=[CH:6][C:5]([Br:8])=[CH:4][N:3]=1.[CH2:9]([OH:13])[CH2:10][CH2:11][CH3:12], predict the reaction product. The product is: [Br:8][C:5]1[CH:6]=[CH:7][C:2]([O:13][CH2:9][CH2:10][CH2:11][CH3:12])=[N:3][CH:4]=1. (4) Given the reactants [C:1]1([C:14]2[CH:19]=[CH:18][CH:17]=[CH:16][CH:15]=2)[CH:6]=[CH:5][CH:4]=[CH:3][C:2]=1[NH:7][N:8]=[C:9]([C:12]#[N:13])[C:10]#[N:11].NC1C=CC=CC=1C1C=CC=CC=1.C(#N)CC#N.O.[NH2:39][NH2:40], predict the reaction product. The product is: [NH2:11][C:10]1[C:9](=[N:8][NH:7][C:2]2[CH:3]=[CH:4][CH:5]=[CH:6][C:1]=2[C:14]2[CH:15]=[CH:16][CH:17]=[CH:18][CH:19]=2)[C:12]([NH2:13])=[N:40][N:39]=1. (5) The product is: [NH2:19][C:18]1[N:9]([C:4]2[CH:5]=[CH:6][CH:7]=[CH:8][C:3]=2[CH3:2])[N:10]=[CH:14][C:15]=1[C:16]#[N:17]. Given the reactants Cl.[CH3:2][C:3]1[CH:8]=[CH:7][CH:6]=[CH:5][C:4]=1[NH:9][NH2:10].C(O[CH:14]=[C:15]([C:18]#[N:19])[C:16]#[N:17])C.C(N(CC)CC)C, predict the reaction product. (6) Given the reactants [F:1][C:2]1[CH:7]=[CH:6][C:5]([C:8]2[C:9]([C:21]3[CH:26]=[CH:25][CH:24]=[C:23]([CH3:27])[N:22]=3)=[N:10][N:11]([CH2:13][O:14][CH2:15][CH2:16][Si:17]([CH3:20])([CH3:19])[CH3:18])[CH:12]=2)=[CH:4][C:3]=1B1OC(C)(C)C(C)(C)O1.Br[C:38]1[S:42][C:41]([S:43]([NH2:46])(=[O:45])=[O:44])=[CH:40][CH:39]=1.O, predict the reaction product. The product is: [F:1][C:2]1[CH:7]=[CH:6][C:5]([C:8]2[C:9]([C:21]3[CH:26]=[CH:25][CH:24]=[C:23]([CH3:27])[N:22]=3)=[N:10][N:11]([CH2:13][O:14][CH2:15][CH2:16][Si:17]([CH3:20])([CH3:18])[CH3:19])[CH:12]=2)=[CH:4][C:3]=1[C:38]1[S:42][C:41]([S:43]([NH2:46])(=[O:45])=[O:44])=[CH:40][CH:39]=1.